Dataset: Reaction yield outcomes from USPTO patents with 853,638 reactions. Task: Predict the reaction yield, written as a fraction of the theoretical maximum amount of product (1.0 means a 100% yield; for example, 0.34 means a 34% yield). (1) The reactants are [NH:1]1[CH:5]=[CH:4][N:3]=[C:2]1[NH:6][C:7]([C:9]1[C:17]2[N:16]=[C:15]([NH:18][C:19]([C:21]3[N:22]=[CH:23][C:24]4[C:29]([CH:30]=3)=[CH:28][CH:27]=[CH:26][CH:25]=4)=[O:20])[NH:14][C:13]=2[CH:12]=[C:11]([N+:31]([O-])=O)[CH:10]=1)=[O:8]. The catalyst is CN(C=O)C.C(O)(=O)C.[Pd]. The product is [NH2:31][C:11]1[CH:10]=[C:9]([C:7](=[O:8])[NH:6][C:2]2[NH:3][CH:4]=[CH:5][N:1]=2)[C:17]2[N:16]=[C:15]([NH:18][C:19]([C:21]3[N:22]=[CH:23][C:24]4[C:29]([CH:30]=3)=[CH:28][CH:27]=[CH:26][CH:25]=4)=[O:20])[NH:14][C:13]=2[CH:12]=1. The yield is 0.910. (2) The reactants are [Cl:1][CH2:2][CH2:3][CH2:4][C:5]([C:7]1[CH:12]=[CH:11][C:10]([C:13]([CH3:18])([CH3:17])[C:14]([OH:16])=[O:15])=[CH:9][CH:8]=1)=[O:6].[CH3:19]O. The catalyst is Cl. The product is [Cl:1][CH2:2][CH2:3][CH2:4][C:5]([C:7]1[CH:12]=[CH:11][C:10]([C:13]([CH3:18])([CH3:17])[C:14]([O:16][CH3:19])=[O:15])=[CH:9][CH:8]=1)=[O:6]. The yield is 0.940. (3) The reactants are [C:1]([C:3]1[CH:8]=[C:7]([CH2:9][CH2:10][C:11]([O:13][C:14]([CH3:17])([CH3:16])[CH3:15])=[O:12])[CH:6]=[CH:5][N:4]=1)#[N:2].[Br:18][C:19]1[CH:20]=[C:21]([SH:28])[C:22](=[CH:26][CH:27]=1)[C:23](O)=[O:24]. The catalyst is N1C=CC=CC=1. The product is [Br:18][C:19]1[CH:27]=[CH:26][C:22]2[C:23](=[O:24])[N:2]=[C:1]([C:3]3[CH:8]=[C:7]([CH2:9][CH2:10][C:11]([O:13][C:14]([CH3:17])([CH3:16])[CH3:15])=[O:12])[CH:6]=[CH:5][N:4]=3)[S:28][C:21]=2[CH:20]=1. The yield is 0.250.